Dataset: Full USPTO retrosynthesis dataset with 1.9M reactions from patents (1976-2016). Task: Predict the reactants needed to synthesize the given product. The reactants are: [Br:1][C:2]1[CH:8]=[C:7]([F:9])[CH:6]=[CH:5][C:3]=1[NH2:4].C(N(CC)CC)C.[C:17](Cl)(=[O:19])[CH3:18]. Given the product [Br:1][C:2]1[CH:8]=[C:7]([F:9])[CH:6]=[CH:5][C:3]=1[NH:4][C:17](=[O:19])[CH3:18], predict the reactants needed to synthesize it.